Dataset: Reaction yield outcomes from USPTO patents with 853,638 reactions. Task: Predict the reaction yield, written as a fraction of the theoretical maximum amount of product (1.0 means a 100% yield; for example, 0.34 means a 34% yield). (1) The reactants are [CH3:1][O:2][C:3]1[CH:4]=[C:5]2[C:10](=[CH:11][C:12]=1[O:13][CH3:14])[N:9]=[CH:8][N:7]=[C:6]2[O:15][C:16]1[CH:22]=[CH:21][C:19]([NH2:20])=[CH:18][CH:17]=1.C1(C)C=CC=CC=1.C(N(CC)CC)C.Cl[C:38](Cl)([O:40]C(=O)OC(Cl)(Cl)Cl)Cl.[F:49][C:50]1[CH:51]=[C:52]([CH:56]=[CH:57][CH:58]=1)[CH:53]([OH:55])[CH3:54]. The catalyst is C(Cl)Cl. The product is [CH3:1][O:2][C:3]1[CH:4]=[C:5]2[C:10](=[CH:11][C:12]=1[O:13][CH3:14])[N:9]=[CH:8][N:7]=[C:6]2[O:15][C:16]1[CH:22]=[CH:21][C:19]([NH:20][C:38](=[O:40])[O:55][CH:53]([C:52]2[CH:56]=[CH:57][CH:58]=[C:50]([F:49])[CH:51]=2)[CH3:54])=[CH:18][CH:17]=1. The yield is 0.360. (2) The product is [CH3:30][C:29]1[CH:31]=[CH:32][C:26]([S:23]([O:1][CH:2]([CH3:15])[CH2:3][C:4](=[O:5])[CH:6]2[C:11]([CH3:13])([CH3:12])[CH2:10][CH2:9][CH:8]=[C:7]2[CH3:14])(=[O:25])=[O:24])=[CH:27][CH:28]=1. The reactants are [OH:1][CH:2]([CH3:15])[CH2:3][C:4]([CH:6]1[C:11]([CH3:13])([CH3:12])[CH2:10][CH2:9][CH:8]=[C:7]1[CH3:14])=[O:5].CCN(CC)CC.[S:23](Cl)([C:26]1[CH:32]=[CH:31][C:29]([CH3:30])=[CH:28][CH:27]=1)(=[O:25])=[O:24].Cl. The catalyst is CN(C1C=CN=CC=1)C.C(Cl)Cl. The yield is 0.500.